This data is from Peptide-MHC class II binding affinity with 134,281 pairs from IEDB. The task is: Regression. Given a peptide amino acid sequence and an MHC pseudo amino acid sequence, predict their binding affinity value. This is MHC class II binding data. (1) The peptide sequence is TKLDSEIKSWLAFAA. The MHC is HLA-DQA10102-DQB10602 with pseudo-sequence HLA-DQA10102-DQB10602. The binding affinity (normalized) is 0.551. (2) The peptide sequence is SGAGWSGMAEATSLD. The MHC is DRB1_1501 with pseudo-sequence DRB1_1501. The binding affinity (normalized) is 0. (3) The binding affinity (normalized) is 0.613. The peptide sequence is YFKVAATAANAAPAN. The MHC is DRB1_1001 with pseudo-sequence DRB1_1001. (4) The peptide sequence is WNTDIKTLKFDALSG. The MHC is HLA-DQA10501-DQB10402 with pseudo-sequence HLA-DQA10501-DQB10402. The binding affinity (normalized) is 0. (5) The peptide sequence is IIQGLKLMNSPEFHL. The MHC is DRB1_0101 with pseudo-sequence DRB1_0101. The binding affinity (normalized) is 0.455. (6) The peptide sequence is MIVDTISDFRAAIAN. The MHC is DRB1_1101 with pseudo-sequence DRB1_1101. The binding affinity (normalized) is 0.238. (7) The peptide sequence is GLNITGVTCGPGHGI. The MHC is HLA-DPA10103-DPB10201 with pseudo-sequence HLA-DPA10103-DPB10201. The binding affinity (normalized) is 0.114. (8) The peptide sequence is ASFIYDGRLVDSIGS. The MHC is DRB1_0301 with pseudo-sequence DRB1_0301. The binding affinity (normalized) is 0.660.